Dataset: Forward reaction prediction with 1.9M reactions from USPTO patents (1976-2016). Task: Predict the product of the given reaction. (1) Given the reactants [Cl:1][C:2]1[C:7]([NH2:8])=[C:6]([CH3:9])[CH:5]=[CH:4][N:3]=1.[C:10](O[C:10]([O:12][C:13]([CH3:16])([CH3:15])[CH3:14])=[O:11])([O:12][C:13]([CH3:16])([CH3:15])[CH3:14])=[O:11].[Na].C[Si](C)(C)N[Si](C)(C)C, predict the reaction product. The product is: [Cl:1][C:2]1[C:7]([NH:8][C:10](=[O:11])[O:12][C:13]([CH3:16])([CH3:15])[CH3:14])=[C:6]([CH3:9])[CH:5]=[CH:4][N:3]=1. (2) Given the reactants [CH3:1][C:2]1[CH:7]=[CH:6][C:5]([CH3:8])=[CH:4][C:3]=1[N:9]1[CH2:14][CH2:13][NH:12][CH2:11][CH2:10]1.[C:15]1([C:23]2[CH:28]=[CH:27][CH:26]=[CH:25][CH:24]=2)[C:16]([CH:21]=O)=[CH:17][CH:18]=[CH:19][CH:20]=1.[BH-](OC(C)=O)(OC(C)=O)OC(C)=O.[Na+].C1(C2C=CC=CC=2)C=CC=CC=1CN1CCN(C2C=CC=CC=2)CC1, predict the reaction product. The product is: [C:15]1([C:23]2[CH:24]=[CH:25][CH:26]=[CH:27][CH:28]=2)[CH:20]=[CH:19][CH:18]=[CH:17][C:16]=1[CH2:21][N:12]1[CH2:11][CH2:10][N:9]([C:3]2[CH:4]=[C:5]([CH3:8])[CH:6]=[CH:7][C:2]=2[CH3:1])[CH2:14][CH2:13]1. (3) Given the reactants [NH2:1][C:2]1[C:19]([NH2:20])=[CH:18][C:5]([C:6]([NH:8][C:9]2[CH:17]=[C:16]3[C:12]([CH:13]=[N:14][NH:15]3)=[CH:11][CH:10]=2)=[O:7])=[C:4]([N:21]2[CH2:26][CH2:25][N:24]([CH3:27])[CH2:23][CH2:22]2)[CH:3]=1.[N:28]#[C:29]Br, predict the reaction product. The product is: [NH:15]1[C:16]2[C:12](=[CH:11][CH:10]=[C:9]([NH:8][C:6]([C:5]3[C:4]([N:21]4[CH2:26][CH2:25][N:24]([CH3:27])[CH2:23][CH2:22]4)=[CH:3][C:2]4[NH:1][C:29]([NH2:28])=[N:20][C:19]=4[CH:18]=3)=[O:7])[CH:17]=2)[CH:13]=[N:14]1. (4) Given the reactants [CH3:1][C:2]1[C:8](=[O:9])[NH:7][C:5](=[O:6])[N:4]([C@@H]2[C@H]3C[C@@]3(CO)[C@@H](O)C2)[CH:3]=1.CC1C(=O)NC(=O)N([C@@]23C[C@H](O)[C@@H](CO)[C@@H]2C3)C=1.CCCCCCCCCCCCCC([O:52][C@H:53]1[C@@:71]2(OC(C)=O)[C:72](C)(C)[C@H]2[C@@H]2C=C(CO)C[C@:60]3([OH:67])C(=O)C(C)=C[C@H:61]3[C@@:55]2([OH:79])[C@@H:54]1C)=O, predict the reaction product. The product is: [C:71]([CH:53]([OH:52])[C@H:54]1[O:67][C@@H:60]([N:4]2[CH:3]=[C:2]([CH3:1])[C:8](=[O:9])[NH:7][C:5]2=[O:6])[CH2:61][C@@H:55]1[OH:79])#[CH:72]. (5) Given the reactants [F:1][C:2]([F:8])([F:7])[CH2:3][CH2:4][CH2:5][NH2:6].Cl[C:10]([O:12][C:13]1[CH:18]=[CH:17][C:16]([N+:19]([O-:21])=[O:20])=[CH:15][CH:14]=1)=[O:11].C(N(C(C)C)CC)(C)C.C(=O)([O-])O.[Na+], predict the reaction product. The product is: [F:1][C:2]([F:8])([F:7])[CH2:3][CH2:4][CH2:5][NH:6][C:10](=[O:11])[O:12][C:13]1[CH:14]=[CH:15][C:16]([N+:19]([O-:21])=[O:20])=[CH:17][CH:18]=1. (6) Given the reactants [CH:1]1([CH2:4][O:5][C:6]2[C:18]([O:19][CH3:20])=[CH:17][CH:16]=[C:15]([C:21]3[CH:22]=[C:23]4[C:27](=[CH:28][CH:29]=3)[C:26](=[O:30])[O:25][CH2:24]4)[C:7]=2[O:8][CH2:9][C:10]([O:12]CC)=[O:11])[CH2:3][CH2:2]1.[OH-].[Li+], predict the reaction product. The product is: [CH:1]1([CH2:4][O:5][C:6]2[C:18]([O:19][CH3:20])=[CH:17][CH:16]=[C:15]([C:21]3[CH:22]=[C:23]4[C:27](=[CH:28][CH:29]=3)[C:26](=[O:30])[O:25][CH2:24]4)[C:7]=2[O:8][CH2:9][C:10]([OH:12])=[O:11])[CH2:3][CH2:2]1. (7) Given the reactants [CH3:1][C:2]1([CH3:27])[CH:6]([C:7]2[CH:12]=[CH:11][C:10]([N:13]3[CH2:18][CH2:17][O:16][CH2:15][CH2:14]3)=[CH:9][CH:8]=2)[C:5]2[C:19]([CH3:26])=[C:20]([OH:25])[C:21]([CH3:24])=[C:22]([CH3:23])[C:4]=2[O:3]1.[CH3:28][O:29][C:30]1[CH:37]=[CH:36][C:33]([CH2:34]Cl)=[CH:32][CH:31]=1, predict the reaction product. The product is: [CH3:28][O:29][C:30]1[CH:37]=[CH:36][C:33]([CH2:34][O:25][C:20]2[C:21]([CH3:24])=[C:22]([CH3:23])[C:4]3[O:3][C:2]([CH3:27])([CH3:1])[CH:6]([C:7]4[CH:8]=[CH:9][C:10]([N:13]5[CH2:14][CH2:15][O:16][CH2:17][CH2:18]5)=[CH:11][CH:12]=4)[C:5]=3[C:19]=2[CH3:26])=[CH:32][CH:31]=1. (8) Given the reactants [CH3:1][C:2]1[C:7]([OH:8])=[CH:6][CH:5]=[CH:4][N:3]=1.[OH-].C([N+](CCCC)(CCCC)CCCC)CCC.Br[CH2:28][C:29]1[CH:34]=[CH:33][CH:32]=[CH:31][CH:30]=1, predict the reaction product. The product is: [CH2:28]([O:8][C:7]1[C:2]([CH3:1])=[N:3][CH:4]=[CH:5][CH:6]=1)[C:29]1[CH:34]=[CH:33][CH:32]=[CH:31][CH:30]=1. (9) Given the reactants [OH:1][C:2]1[CH:3]=[C:4]([CH:7]=[CH:8][CH:9]=1)[CH2:5][OH:6].I[CH:11]([CH3:13])[CH3:12].C(=O)([O-])[O-].[Cs+].[Cs+], predict the reaction product. The product is: [CH:11]([O:1][C:2]1[CH:3]=[C:4]([CH:7]=[CH:8][CH:9]=1)[CH2:5][OH:6])([CH3:13])[CH3:12]. (10) Given the reactants C[O:2][C:3](=[O:32])[CH2:4][N:5]1[C:14](=[O:15])[C:13]2[C:8](=[CH:9][CH:10]=[CH:11][CH:12]=2)[N:7]([CH2:16][C:17](=[O:30])[NH:18][C:19]2[CH:24]=[C:23]([Cl:25])[C:22]([O:26][CH3:27])=[CH:21][C:20]=2[O:28][CH3:29])[C:6]1=[O:31].[OH-].[K+], predict the reaction product. The product is: [Cl:25][C:23]1[C:22]([O:26][CH3:27])=[CH:21][C:20]([O:28][CH3:29])=[C:19]([NH:18][C:17]([CH2:16][N:7]2[C:8]3[C:13](=[CH:12][CH:11]=[CH:10][CH:9]=3)[C:14](=[O:15])[N:5]([CH2:4][C:3]([OH:32])=[O:2])[C:6]2=[O:31])=[O:30])[CH:24]=1.